The task is: Predict the product of the given reaction.. This data is from Forward reaction prediction with 1.9M reactions from USPTO patents (1976-2016). (1) The product is: [CH2:1]([O:8][C:9]1[CH:10]=[C:11]([NH2:16])[CH:12]=[C:13]([Br:15])[CH:14]=1)[C:2]1[CH:3]=[CH:4][CH:5]=[CH:6][CH:7]=1. Given the reactants [CH2:1]([O:8][C:9]1[CH:10]=[C:11]([N+:16]([O-])=O)[CH:12]=[C:13]([Br:15])[CH:14]=1)[C:2]1[CH:7]=[CH:6][CH:5]=[CH:4][CH:3]=1.O.O.Cl[Sn]Cl.C([O-])(O)=O.[Na+], predict the reaction product. (2) Given the reactants [F:1][C:2]1[CH:3]=[C:4]([C:8]2[C:9]([CH:18](O)[CH3:19])=[CH:10][CH:11]=[C:12]3[C:17]=2[N:16]=[CH:15][CH:14]=[CH:13]3)[CH:5]=[CH:6][CH:7]=1.FC1C=C(B(O)O)C=CC=1.C(N(CC)CC)C.CS(Cl)(=O)=O.S([O-])(=O)(=O)C.CN(C)C=O.[N-:53]=[N+:54]=[N-:55].[Na+], predict the reaction product. The product is: [N:53]([CH:18]([C:9]1[C:8]([C:4]2[CH:5]=[CH:6][CH:7]=[C:2]([F:1])[CH:3]=2)=[C:17]2[C:12]([CH:13]=[CH:14][CH:15]=[N:16]2)=[CH:11][CH:10]=1)[CH3:19])=[N+:54]=[N-:55]. (3) Given the reactants [Cl:1][C:2]1[C:11]([CH:12]=O)=[CH:10][C:9]2[C:4](=[C:5]([Cl:14])[CH:6]=[CH:7][CH:8]=2)[N:3]=1.[CH3:15][C:16]([S@:19]([NH2:21])=[O:20])([CH3:18])[CH3:17].O, predict the reaction product. The product is: [Cl:1][C:2]1[C:11](/[CH:12]=[N:21]/[S@@:19]([C:16]([CH3:18])([CH3:17])[CH3:15])=[O:20])=[CH:10][C:9]2[C:4](=[C:5]([Cl:14])[CH:6]=[CH:7][CH:8]=2)[N:3]=1. (4) Given the reactants [F:1][C:2]1[CH:3]=[C:4]([N+:17]([O-:19])=[O:18])[CH:5]=[C:6]2[C:11]=1[N:10]([CH2:12][CH2:13][N:14](C)[CH3:15])[CH2:9][CH2:8][CH2:7]2.Cl[C:21]([O:23][C:24]1[CH:29]=[CH:28][CH:27]=[CH:26][CH:25]=1)=[O:22], predict the reaction product. The product is: [F:1][C:2]1[CH:3]=[C:4]([N+:17]([O-:19])=[O:18])[CH:5]=[C:6]2[C:11]=1[N:10]([CH2:12][CH2:13][N:14]([CH3:15])[C:21](=[O:22])[O:23][C:24]1[CH:29]=[CH:28][CH:27]=[CH:26][CH:25]=1)[CH2:9][CH2:8][CH2:7]2. (5) Given the reactants [CH2:1]([O:8][C:9]([N:11]1[CH2:15][C@H:14]([O:16][CH2:17][C:18]2[CH:23]=[CH:22][C:21]([O:24][CH3:25])=[CH:20][CH:19]=2)[CH2:13][C@H:12]1[CH2:26][OH:27])=[O:10])[C:2]1[CH:7]=[CH:6][CH:5]=[CH:4][CH:3]=1.CC(OI1(OC(C)=O)(OC(C)=O)OC(=O)C2C=CC=CC1=2)=O.C(=O)(O)[O-].[Na+].S([O-])([O-])(=O)=S.[Na+].[Na+], predict the reaction product. The product is: [CH2:1]([O:8][C:9]([N:11]1[CH2:15][C@H:14]([O:16][CH2:17][C:18]2[CH:23]=[CH:22][C:21]([O:24][CH3:25])=[CH:20][CH:19]=2)[CH2:13][C@H:12]1[CH:26]=[O:27])=[O:10])[C:2]1[CH:7]=[CH:6][CH:5]=[CH:4][CH:3]=1. (6) Given the reactants Cl[C:2]1[CH:7]=[CH:6][C:5]([C:8]2[CH:13]=[CH:12][C:11]([N+:14]([O-:16])=[O:15])=[CH:10][N:9]=2)=[CH:4][CH:3]=1.[BH:17]([O-:19])[O-:18].C([O-])(=O)C.[K+].[CH3:25][CH:26]([C:28]1[CH:33]=C(C(C)C)C(C2C=CC=CC=2P(C2CCCCC2)C2CCCCC2)=C(C(C)C)[CH:29]=1)[CH3:27], predict the reaction product. The product is: [N+:14]([C:11]1[CH:12]=[CH:13][C:8]([C:5]2[CH:6]=[CH:7][C:2]([B:17]3[O:19][C:28]([CH3:33])([CH3:29])[C:26]([CH3:27])([CH3:25])[O:18]3)=[CH:3][CH:4]=2)=[N:9][CH:10]=1)([O-:16])=[O:15]. (7) Given the reactants [CH3:1][C:2]1[N:3]([CH2:7][CH2:8][O:9][C:10]2[CH:15]=[CH:14][C:13]([N:16]3[C:21](=[O:22])[CH:20]=[CH:19][C:18]4[C:23]([C:29]5[CH:34]=[CH:33][CH:32]=[CH:31][CH:30]=5)=[C:24]([C:26]([NH2:28])=O)[S:25][C:17]3=4)=[CH:12][CH:11]=2)[CH:4]=[CH:5][N:6]=1.N1C=CC=CC=1.FC(F)(F)C(OC(=O)C(F)(F)F)=O, predict the reaction product. The product is: [CH3:1][C:2]1[N:3]([CH2:7][CH2:8][O:9][C:10]2[CH:11]=[CH:12][C:13]([N:16]3[C:21](=[O:22])[CH:20]=[CH:19][C:18]4[C:23]([C:29]5[CH:30]=[CH:31][CH:32]=[CH:33][CH:34]=5)=[C:24]([C:26]#[N:28])[S:25][C:17]3=4)=[CH:14][CH:15]=2)[CH:4]=[CH:5][N:6]=1. (8) Given the reactants [C:1]([C:3]1[CH:4]=[C:5]([NH:9][C:10]2[C:19]3[C:14](=[CH:15][C:16]([O:21][C@H:22]4[CH2:26][CH2:25][O:24][CH2:23]4)=[C:17]([NH2:20])[CH:18]=3)[N:13]=[CH:12][N:11]=2)[CH:6]=[CH:7][CH:8]=1)#[CH:2].C(=O)([O-])[O-].[Na+].[Na+].[O:33]1[C@H:38]2[CH2:39][N:40]([CH2:42]/[CH:43]=[CH:44]/[C:45](Cl)=[O:46])[CH2:41][C@H:37]2[O:36][CH2:35][CH2:34]1.O, predict the reaction product. The product is: [C:1]([C:3]1[CH:4]=[C:5]([NH:9][C:10]2[C:19]3[C:14](=[CH:15][C:16]([O:21][C@H:22]4[CH2:26][CH2:25][O:24][CH2:23]4)=[C:17]([NH:20][C:45](=[O:46])/[CH:44]=[CH:43]/[CH2:42][N:40]4[CH2:41][C@H:37]5[O:36][CH2:35][CH2:34][O:33][C@H:38]5[CH2:39]4)[CH:18]=3)[N:13]=[CH:12][N:11]=2)[CH:6]=[CH:7][CH:8]=1)#[CH:2].